Dataset: NCI-60 drug combinations with 297,098 pairs across 59 cell lines. Task: Regression. Given two drug SMILES strings and cell line genomic features, predict the synergy score measuring deviation from expected non-interaction effect. (1) Drug 1: CS(=O)(=O)CCNCC1=CC=C(O1)C2=CC3=C(C=C2)N=CN=C3NC4=CC(=C(C=C4)OCC5=CC(=CC=C5)F)Cl. Drug 2: CN(CC1=CN=C2C(=N1)C(=NC(=N2)N)N)C3=CC=C(C=C3)C(=O)NC(CCC(=O)O)C(=O)O. Cell line: 786-0. Synergy scores: CSS=23.8, Synergy_ZIP=-3.04, Synergy_Bliss=-1.31, Synergy_Loewe=-20.7, Synergy_HSA=-0.180. (2) Drug 1: CC1=C(C=C(C=C1)NC2=NC=CC(=N2)N(C)C3=CC4=NN(C(=C4C=C3)C)C)S(=O)(=O)N.Cl. Drug 2: CC1CCC2CC(C(=CC=CC=CC(CC(C(=O)C(C(C(=CC(C(=O)CC(OC(=O)C3CCCCN3C(=O)C(=O)C1(O2)O)C(C)CC4CCC(C(C4)OC)OCCO)C)C)O)OC)C)C)C)OC. Cell line: MOLT-4. Synergy scores: CSS=32.7, Synergy_ZIP=-2.34, Synergy_Bliss=-2.71, Synergy_Loewe=-0.490, Synergy_HSA=0.389. (3) Drug 1: CN(CCCl)CCCl.Cl. Drug 2: C1CC(=O)NC(=O)C1N2C(=O)C3=CC=CC=C3C2=O. Cell line: SNB-19. Synergy scores: CSS=13.5, Synergy_ZIP=-3.19, Synergy_Bliss=-0.566, Synergy_Loewe=-7.18, Synergy_HSA=-2.17. (4) Drug 1: CN(C)C(=N)N=C(N)N. Drug 2: CC1=C(C(=CC=C1)Cl)NC(=O)C2=CN=C(S2)NC3=CC(=NC(=N3)C)N4CCN(CC4)CCO. Cell line: HT29. Synergy scores: CSS=45.1, Synergy_ZIP=3.73, Synergy_Bliss=4.06, Synergy_Loewe=-22.5, Synergy_HSA=4.22. (5) Drug 1: CC1=C(C=C(C=C1)NC(=O)C2=CC=C(C=C2)CN3CCN(CC3)C)NC4=NC=CC(=N4)C5=CN=CC=C5. Drug 2: C#CCC(CC1=CN=C2C(=N1)C(=NC(=N2)N)N)C3=CC=C(C=C3)C(=O)NC(CCC(=O)O)C(=O)O. Cell line: SR. Synergy scores: CSS=78.2, Synergy_ZIP=0.754, Synergy_Bliss=-1.71, Synergy_Loewe=-6.69, Synergy_HSA=-0.824. (6) Synergy scores: CSS=25.9, Synergy_ZIP=-2.90, Synergy_Bliss=0.491, Synergy_Loewe=-3.68, Synergy_HSA=2.28. Drug 2: C1=CC=C(C=C1)NC(=O)CCCCCCC(=O)NO. Cell line: HCT116. Drug 1: C1=NC(=NC(=O)N1C2C(C(C(O2)CO)O)O)N.